From a dataset of Forward reaction prediction with 1.9M reactions from USPTO patents (1976-2016). Predict the product of the given reaction. (1) The product is: [CH2:1]([O:3][C:4](=[O:14])[C:5]1[CH:10]=[CH:9][C:8]([O:11][CH3:12])=[C:7]([O:13][CH2:18][CH2:17][C:16]([F:25])([F:24])[F:15])[CH:6]=1)[CH3:2]. Given the reactants [CH2:1]([O:3][C:4](=[O:14])[C:5]1[CH:10]=[CH:9][C:8]([O:11][CH3:12])=[C:7]([OH:13])[CH:6]=1)[CH3:2].[F:15][C:16]([F:25])([F:24])[CH2:17][CH2:18]OS(C)(=O)=O.C([O-])([O-])=O.[K+].[K+], predict the reaction product. (2) Given the reactants [CH2:1]([O:8][C:9]1[CH:10]=[C:11]([CH:13]=[CH:14][CH:15]=1)[NH2:12])[C:2]1[CH:7]=[CH:6][CH:5]=[CH:4][CH:3]=1.[C:16]([C:20]1[CH:25]=[CH:24][C:23]([C:26]2[O:31][C:30](=[O:32])[C:29]3[CH:33]=[C:34]([N+:37]([O-:39])=[O:38])[CH:35]=[CH:36][C:28]=3[N:27]=2)=[CH:22][CH:21]=1)([CH3:19])([CH3:18])[CH3:17], predict the reaction product. The product is: [C:16]([C:20]1[CH:25]=[CH:24][C:23]([C:26]([NH:27][C:28]2[CH:36]=[CH:35][C:34]([N+:37]([O-:39])=[O:38])=[CH:33][C:29]=2[C:30]([NH:12][C:11]2[CH:13]=[CH:14][CH:15]=[C:9]([O:8][CH2:1][C:2]3[CH:3]=[CH:4][CH:5]=[CH:6][CH:7]=3)[CH:10]=2)=[O:32])=[O:31])=[CH:22][CH:21]=1)([CH3:19])([CH3:17])[CH3:18]. (3) Given the reactants [NH2:1][CH2:2][C:3]1[CH:8]=[CH:7][N:6]=[CH:5][CH:4]=1.N1C=CC=CC=1.[N+:15]([C:18]1[CH:26]=[CH:25][C:21]([C:22](Cl)=[O:23])=[CH:20][CH:19]=1)([O-:17])=[O:16], predict the reaction product. The product is: [N+:15]([C:18]1[CH:19]=[CH:20][C:21]([C:22]([NH:1][CH2:2][C:3]2[CH:8]=[CH:7][N:6]=[CH:5][CH:4]=2)=[O:23])=[CH:25][CH:26]=1)([O-:17])=[O:16]. (4) Given the reactants [CH:1]([O:4][C:5]1[CH:14]=[CH:13][C:8]([C:9]([O:11]C)=[O:10])=[CH:7][C:6]=1[CH2:15][O:16][CH3:17])([CH3:3])[CH3:2].[OH-].[Na+], predict the reaction product. The product is: [CH:1]([O:4][C:5]1[CH:14]=[CH:13][C:8]([C:9]([OH:11])=[O:10])=[CH:7][C:6]=1[CH2:15][O:16][CH3:17])([CH3:3])[CH3:2].